From a dataset of NCI-60 drug combinations with 297,098 pairs across 59 cell lines. Regression. Given two drug SMILES strings and cell line genomic features, predict the synergy score measuring deviation from expected non-interaction effect. Drug 1: CC1=C(C=C(C=C1)NC(=O)C2=CC=C(C=C2)CN3CCN(CC3)C)NC4=NC=CC(=N4)C5=CN=CC=C5. Drug 2: N.N.Cl[Pt+2]Cl. Cell line: NCI/ADR-RES. Synergy scores: CSS=33.5, Synergy_ZIP=-5.91, Synergy_Bliss=-5.63, Synergy_Loewe=-6.10, Synergy_HSA=-3.12.